This data is from Reaction yield outcomes from USPTO patents with 853,638 reactions. The task is: Predict the reaction yield, written as a fraction of the theoretical maximum amount of product (1.0 means a 100% yield; for example, 0.34 means a 34% yield). The reactants are C(Cl)(=O)C(Cl)=O.CS(C)=O.[OH:11][CH:12]1[CH2:15][N:14]([C:16]([O:18][C:19]([CH3:22])([CH3:21])[CH3:20])=[O:17])[CH2:13]1.C(N(CC)CC)C. The catalyst is ClCCl.O. The product is [O:11]=[C:12]1[CH2:15][N:14]([C:16]([O:18][C:19]([CH3:22])([CH3:21])[CH3:20])=[O:17])[CH2:13]1. The yield is 0.900.